Task: Binary Classification. Given a drug SMILES string, predict its activity (active/inactive) in a high-throughput screening assay against a specified biological target.. Dataset: Cav3 T-type calcium channel HTS with 100,875 compounds (1) The compound is n12nc(cc2nc(cc1NCCCN(C)C)C)c1cc(ccc1)C. The result is 0 (inactive). (2) The molecule is s1c(/C=C2\N(C(=C(C2=O)C(OC)=O)C)c2ccc(cc2)C)ccc1. The result is 0 (inactive). (3) The result is 0 (inactive). The compound is s1c(NC(=O)CSc2nc(c3occc3)cc(n2)C(F)(F)F)c(c(c1C(OCC)=O)C)C#N. (4) The result is 0 (inactive). The compound is O(c1c2c(ccc1)cccc2)CC(=O)NNC(=O)Nc1ccccc1. (5) The compound is O1C2(CCC(CC2)C)C(=C(C1=O)C)C(=O)N1CCCCCC1. The result is 0 (inactive). (6) The molecule is s1c2c(nc1SCC(=O)C)cccc2. The result is 0 (inactive). (7) The compound is S(c1n(Cc2ccccc2)c(nn1)Cc1ccccc1)CC(=O)NCc1occc1. The result is 0 (inactive).